From a dataset of Forward reaction prediction with 1.9M reactions from USPTO patents (1976-2016). Predict the product of the given reaction. Given the reactants [F:1][C:2]1[CH:3]=[C:4]([OH:9])[CH:5]=[CH:6][C:7]=1[F:8].F[C:11]1[CH:16]=[CH:15][C:14]([C:17](=[O:19])[CH3:18])=[CH:13][CH:12]=1.C([O-])([O-])=O.[K+].[K+].O, predict the reaction product. The product is: [F:1][C:2]1[CH:3]=[C:4]([CH:5]=[CH:6][C:7]=1[F:8])[O:9][C:11]1[CH:16]=[CH:15][C:14]([C:17](=[O:19])[CH3:18])=[CH:13][CH:12]=1.